Dataset: Peptide-MHC class I binding affinity with 185,985 pairs from IEDB/IMGT. Task: Regression. Given a peptide amino acid sequence and an MHC pseudo amino acid sequence, predict their binding affinity value. This is MHC class I binding data. (1) The peptide sequence is SAHVNGELV. The MHC is H-2-Kb with pseudo-sequence H-2-Kb. The binding affinity (normalized) is 0.325. (2) The peptide sequence is MTYLDGHPV. The MHC is HLA-B51:01 with pseudo-sequence HLA-B51:01. The binding affinity (normalized) is 0.213. (3) The binding affinity (normalized) is 0.0847. The peptide sequence is LVDENQSWY. The MHC is HLA-A69:01 with pseudo-sequence YYAMYRNNVAQTDVDTLYVRYHYYTWAVLAYTWY. (4) The peptide sequence is GENMAPEKV. The MHC is Mamu-A11 with pseudo-sequence Mamu-A11. The binding affinity (normalized) is 0.850.